From a dataset of Full USPTO retrosynthesis dataset with 1.9M reactions from patents (1976-2016). Predict the reactants needed to synthesize the given product. (1) Given the product [Cl:14][C:15]1[CH:20]=[CH:19][C:18]([C:21]2[CH:22]=[CH:23][C:24](=[O:27])[N:25]([CH:4]3[C:5]4[CH:6]=[N:7][CH:8]=[CH:9][C:10]=4[O:11][C:2]([CH3:13])([CH3:1])[CH:3]3[OH:12])[N:26]=2)=[CH:17][CH:16]=1, predict the reactants needed to synthesize it. The reactants are: [CH3:1][C:2]1([CH3:13])[O:11][C:10]2[C:5](=[CH:6][N:7]=[CH:8][CH:9]=2)[CH:4]2[O:12][CH:3]12.[Cl:14][C:15]1[CH:20]=[CH:19][C:18]([C:21]2[CH:22]=[CH:23][C:24](=[O:27])[NH:25][N:26]=2)=[CH:17][CH:16]=1. (2) Given the product [CH:1]([N:14]1[CH2:19][CH2:18][C:17]([CH2:21][O:22][C:23]2[C:28]([CH:29]3[CH2:31][CH2:30]3)=[CH:27][N:26]3[C:32]([NH:42][S:39]([CH3:36])(=[O:41])=[O:40])=[N:33][N:34]=[C:25]3[CH:24]=2)([CH3:20])[CH2:16][CH2:15]1)([C:8]1[CH:13]=[CH:12][CH:11]=[CH:10][CH:9]=1)[C:2]1[CH:7]=[CH:6][CH:5]=[CH:4][CH:3]=1, predict the reactants needed to synthesize it. The reactants are: [CH:1]([N:14]1[CH2:19][CH2:18][C:17]([CH2:21][O:22][C:23]2[C:28]([CH:29]3[CH2:31][CH2:30]3)=[CH:27][N:26]3[C:32](Br)=[N:33][N:34]=[C:25]3[CH:24]=2)([CH3:20])[CH2:16][CH2:15]1)([C:8]1[CH:13]=[CH:12][CH:11]=[CH:10][CH:9]=1)[C:2]1[CH:7]=[CH:6][CH:5]=[CH:4][CH:3]=1.[CH:36]1([S:39]([NH2:42])(=[O:41])=[O:40])CC1.CS(N)(=O)=O. (3) Given the product [N:38]1([C:35]2[CH:34]=[CH:33][C:32]([NH:31][CH:2]=[C:3]3[C:11]4[C:6](=[CH:7][C:8]([C:12]([C:14]5[CH:15]=[C:16]([NH:20][C:21]([C:23]6[N:24]([CH3:29])[N:25]=[C:26]([CH3:28])[CH:27]=6)=[O:22])[CH:17]=[CH:18][CH:19]=5)=[O:13])=[CH:9][CH:10]=4)[NH:5][C:4]3=[O:30])=[CH:37][CH:36]=2)[CH2:39][CH2:40][O:41][CH2:42][CH2:43]1, predict the reactants needed to synthesize it. The reactants are: O[CH:2]=[C:3]1[C:11]2[C:6](=[CH:7][C:8]([C:12]([C:14]3[CH:15]=[C:16]([NH:20][C:21]([C:23]4[N:24]([CH3:29])[N:25]=[C:26]([CH3:28])[CH:27]=4)=[O:22])[CH:17]=[CH:18][CH:19]=3)=[O:13])=[CH:9][CH:10]=2)[NH:5][C:4]1=[O:30].[NH2:31][C:32]1[CH:37]=[CH:36][C:35]([N:38]2[CH2:43][CH2:42][O:41][CH2:40][CH2:39]2)=[CH:34][CH:33]=1. (4) Given the product [F:1][C:2]([F:7])([F:6])[C:3]([OH:5])=[O:4].[NH2:8][C@H:9]1[CH2:15][CH2:14][CH2:13][CH2:12][N:11]([C:16]2[CH:17]=[CH:18][CH:19]=[C:20]([O:35][CH3:31])[CH:21]=2)[C:10]1=[O:24], predict the reactants needed to synthesize it. The reactants are: [F:1][C:2]([F:7])([F:6])[C:3]([OH:5])=[O:4].[NH2:8][C@H:9]1[CH2:15][CH2:14][CH2:13][CH2:12][N:11]([C:16]2[CH:21]=[CH:20][CH:19]=[CH:18][C:17]=2OC)[C:10]1=[O:24].C(NC1C=CC=[C:31]([O:35]C)C=1)C=C. (5) Given the product [CH2:8]([CH:11]1[O:15][CH:14]([CH:16]2[CH2:21][CH2:20][CH:19]([CH:3]=[O:5])[CH2:18][CH2:17]2)[CH2:13][CH2:12]1)[CH2:9][CH3:10], predict the reactants needed to synthesize it. The reactants are: [Cl-].C[C:3](C)([O-:5])C.[K+].[CH2:8]([CH:11]1[O:15][CH:14]([CH:16]2[CH2:21][CH2:20][C:19](=O)[CH2:18][CH2:17]2)[CH2:13][CH2:12]1)[CH2:9][CH3:10].